This data is from Forward reaction prediction with 1.9M reactions from USPTO patents (1976-2016). The task is: Predict the product of the given reaction. (1) Given the reactants [OH-].[Na+].[NH2:3][C:4]1[C:9]([C:10]([F:13])([F:12])[F:11])=[CH:8][C:7]([CH2:14][CH:15]([NH:21][C:22]([N:24]2[CH2:29][CH2:28][CH:27]([N:30]3[CH2:36][CH2:35][C:34]4[CH:37]=[CH:38][CH:39]=[CH:40][C:33]=4[NH:32][C:31]3=[O:41])[CH2:26][CH2:25]2)=[O:23])[C:16]([O:18]CC)=[O:17])=[CH:6][C:5]=1[Cl:42], predict the reaction product. The product is: [NH2:3][C:4]1[C:9]([C:10]([F:12])([F:13])[F:11])=[CH:8][C:7]([CH2:14][CH:15]([NH:21][C:22]([N:24]2[CH2:25][CH2:26][CH:27]([N:30]3[CH2:36][CH2:35][C:34]4[CH:37]=[CH:38][CH:39]=[CH:40][C:33]=4[NH:32][C:31]3=[O:41])[CH2:28][CH2:29]2)=[O:23])[C:16]([OH:18])=[O:17])=[CH:6][C:5]=1[Cl:42]. (2) Given the reactants C1C(=O)N(Cl)C(=O)C1.[CH:9]1([N:12]([CH2:20][C:21]2[CH:26]=[CH:25][C:24](/[CH:27]=[N:28]/[OH:29])=[CH:23][CH:22]=2)[C:13](=[O:19])[O:14][C:15]([CH3:18])([CH3:17])[CH3:16])[CH2:11][CH2:10]1.[Br:30][C:31]1[N:32]=[C:33]([C:52]#[CH:53])[C:34]([N:37]([C:45]([O:47][C:48]([CH3:51])([CH3:50])[CH3:49])=[O:46])[C:38](=[O:44])[O:39][C:40]([CH3:43])([CH3:42])[CH3:41])=[N:35][CH:36]=1, predict the reaction product. The product is: [C:48]([O:47][C:45]([N:37]([C:38]([O:39][C:40]([CH3:43])([CH3:42])[CH3:41])=[O:44])[C:34]1[C:33]([C:52]2[O:29][N:28]=[C:27]([C:24]3[CH:23]=[CH:22][C:21]([CH2:20][N:12]([CH:9]4[CH2:10][CH2:11]4)[C:13](=[O:19])[O:14][C:15]([CH3:17])([CH3:16])[CH3:18])=[CH:26][CH:25]=3)[CH:53]=2)=[N:32][C:31]([Br:30])=[CH:36][N:35]=1)=[O:46])([CH3:51])([CH3:50])[CH3:49].